From a dataset of Peptide-MHC class II binding affinity with 134,281 pairs from IEDB. Regression. Given a peptide amino acid sequence and an MHC pseudo amino acid sequence, predict their binding affinity value. This is MHC class II binding data. (1) The peptide sequence is GVTVKDVTITAPGDS. The MHC is DRB4_0101 with pseudo-sequence DRB4_0103. The binding affinity (normalized) is 0.160. (2) The peptide sequence is TDAATHNPWASQKH. The binding affinity (normalized) is 0.295. The MHC is DRB1_0405 with pseudo-sequence DRB1_0405. (3) The peptide sequence is AFKVAATAANAAPCN. The MHC is DRB1_0802 with pseudo-sequence DRB1_0802. The binding affinity (normalized) is 0.778. (4) The peptide sequence is QVAFSYFPPPAAKED. The MHC is HLA-DPA10103-DPB10401 with pseudo-sequence HLA-DPA10103-DPB10401. The binding affinity (normalized) is 0.470. (5) The peptide sequence is MSGPMQQLTQPLQQV. The MHC is DRB1_0405 with pseudo-sequence DRB1_0405. The binding affinity (normalized) is 0.193.